This data is from Forward reaction prediction with 1.9M reactions from USPTO patents (1976-2016). The task is: Predict the product of the given reaction. (1) Given the reactants [CH3:1][C@H:2]1[CH2:7][C@@H:6]([OH:8])[C@H:5]([C:9]([CH3:11])=[CH2:10])[CH2:4][CH2:3]1.[H][H], predict the reaction product. The product is: [CH3:1][C@H:2]1[CH2:7][C@@H:6]([OH:8])[C@H:5]([CH:9]([CH3:11])[CH3:10])[CH2:4][CH2:3]1. (2) The product is: [F:1][C:2]1[CH:3]=[C:4]([C:13]2[CH:18]=[CH:17][CH:16]=[CH:15][C:14]=2[C:19]([F:22])([F:20])[F:21])[C:5]2[O:9][CH:8]([CH2:10][NH:11][C:33](=[O:34])[O:35][CH2:36][C:37]3[CH:42]=[CH:41][CH:40]=[CH:39][CH:38]=3)[CH2:7][C:6]=2[CH:12]=1. Given the reactants [F:1][C:2]1[CH:3]=[C:4]([C:13]2[CH:18]=[CH:17][CH:16]=[CH:15][C:14]=2[C:19]([F:22])([F:21])[F:20])[C:5]2[O:9][CH:8]([CH2:10][NH2:11])[CH2:7][C:6]=2[CH:12]=1.C(N(C(C)C)CC)(C)C.Cl[C:33]([O:35][CH2:36][C:37]1[CH:42]=[CH:41][CH:40]=[CH:39][CH:38]=1)=[O:34].C(OC(=O)NCC1CC2C=CC=C(C3CCCC3)C=2O1)C1C=CC=CC=1, predict the reaction product. (3) Given the reactants C(Cl)Cl.[OH:4][CH2:5][CH2:6][C:7]1[C:12]([O:13][CH3:14])=[CH:11][C:10]([C:15]2[N:20]=[C:19]([NH:21][C:22](=[O:27])[C:23]([CH3:26])([CH3:25])[CH3:24])[CH:18]=[CH:17][CH:16]=2)=[C:9]([O:28][CH3:29])[CH:8]=1.CC(OI1(OC(C)=O)(OC(C)=O)OC(=O)C2C=CC=CC1=2)=O, predict the reaction product. The product is: [CH3:29][O:28][C:9]1[CH:8]=[C:7]([CH2:6][CH:5]=[O:4])[C:12]([O:13][CH3:14])=[CH:11][C:10]=1[C:15]1[N:20]=[C:19]([NH:21][C:22](=[O:27])[C:23]([CH3:25])([CH3:24])[CH3:26])[CH:18]=[CH:17][CH:16]=1. (4) Given the reactants Cl.[F:2][C:3]1[CH:16]=[CH:15][C:6]([C:7]([CH:9]2[CH2:14][CH2:13][NH:12][CH2:11][CH2:10]2)=[O:8])=[CH:5][CH:4]=1.C(N(CC)CC)C.[Cl:24][C:25]1[CH:26]=[C:27]([S:31](Cl)(=[O:33])=[O:32])[CH:28]=[CH:29][CH:30]=1, predict the reaction product. The product is: [Cl:24][C:25]1[CH:26]=[C:27]([S:31]([N:12]2[CH2:13][CH2:14][CH:9]([C:7](=[O:8])[C:6]3[CH:5]=[CH:4][C:3]([F:2])=[CH:16][CH:15]=3)[CH2:10][CH2:11]2)(=[O:33])=[O:32])[CH:28]=[CH:29][CH:30]=1. (5) Given the reactants [N+:1]([CH2:3][C:4]([O:6][CH2:7][CH3:8])=[O:5])#[C-:2].[C:9]([NH:13][S:14]([C:17]1[C:26]2[C:21](=[CH:22][CH:23]=[CH:24][CH:25]=2)[C:20]([C:27](Cl)=[O:28])=[CH:19][CH:18]=1)(=[O:16])=[O:15])([CH3:12])([CH3:11])[CH3:10].CCN(CC)CC, predict the reaction product. The product is: [C:9]([NH:13][S:14]([C:17]1[C:26]2[C:21](=[CH:22][CH:23]=[CH:24][CH:25]=2)[C:20]([C:27]2[O:28][CH:2]=[N:1][C:3]=2[C:4]([O:6][CH2:7][CH3:8])=[O:5])=[CH:19][CH:18]=1)(=[O:16])=[O:15])([CH3:12])([CH3:10])[CH3:11]. (6) Given the reactants [CH3:1][O:2][C@@H:3]1[C@H:7]([OH:8])[C@@H:6]([CH2:9][OH:10])[O:5][C@H:4]1[N:11]1[CH:18]=[C:17]([CH3:19])[C:15]([NH2:16])=[N:14][C:12]1=[O:13].[C:20](O[C:20](=[O:27])[C:21]1[CH:26]=[CH:25][CH:24]=[CH:23][CH:22]=1)(=[O:27])[C:21]1[CH:26]=[CH:25][CH:24]=[CH:23][CH:22]=1, predict the reaction product. The product is: [C:20]([NH:16][C:15]1[C:17]([CH3:19])=[CH:18][N:11]([C@@H:4]2[O:5][C@H:6]([CH2:9][OH:10])[C@@H:7]([OH:8])[C@H:3]2[O:2][CH3:1])[C:12](=[O:13])[N:14]=1)(=[O:27])[C:21]1[CH:26]=[CH:25][CH:24]=[CH:23][CH:22]=1. (7) Given the reactants [CH3:1][S:2][C:3]1[CH:4]=[C:5]([CH:32]=[CH:33][CH:34]=1)[NH:6][CH:7]1[CH2:12][CH2:11][N:10]([CH2:13][C:14]2[CH:19]=[CH:18][N:17]=[C:16]([C:20]3[CH:25]=[C:24]([O:26][CH3:27])[C:23]([O:28][CH3:29])=[C:22]([O:30][CH3:31])[CH:21]=3)[CH:15]=2)[CH2:9][CH2:8]1.[Cl:35][CH2:36][C:37]1[CH:38]=[CH:39][C:40]([C:43]2[CH:48]=[C:47]([O:49][CH3:50])[C:46]([O:51][CH3:52])=[C:45]([O:53][CH3:54])[CH:44]=2)=[N:41][CH:42]=1, predict the reaction product. The product is: [ClH:35].[ClH:35].[ClH:35].[CH3:1][S:2][C:3]1[CH:4]=[C:5]([N:6]([CH:7]2[CH2:8][CH2:9][N:10]([CH2:13][C:14]3[CH:19]=[CH:18][N:17]=[C:16]([C:20]4[CH:21]=[C:22]([O:30][CH3:31])[C:23]([O:28][CH3:29])=[C:24]([O:26][CH3:27])[CH:25]=4)[CH:15]=3)[CH2:11][CH2:12]2)[CH2:36][C:37]2[CH:38]=[CH:39][C:40]([C:43]3[CH:48]=[C:47]([O:49][CH3:50])[C:46]([O:51][CH3:52])=[C:45]([O:53][CH3:54])[CH:44]=3)=[N:41][CH:42]=2)[CH:32]=[CH:33][CH:34]=1. (8) Given the reactants Br[C:2]1[N:7]=[C:6]([C:8]([OH:10])=[O:9])[CH:5]=[CH:4][C:3]=1[F:11].[F:12][C:13]1[CH:18]=[CH:17][C:16]([O:19][CH2:20][CH2:21][CH3:22])=[CH:15][C:14]=1B(O)O, predict the reaction product. The product is: [F:11][C:3]1[CH:4]=[CH:5][C:6]([C:8]([OH:10])=[O:9])=[N:7][C:2]=1[C:18]1[CH:17]=[C:16]([O:19][CH2:20][CH2:21][CH3:22])[CH:15]=[CH:14][C:13]=1[F:12]. (9) Given the reactants [CH3:1][O:2][C:3](=[O:20])[CH2:4][C:5]1[CH:10]=[CH:9][CH:8]=[C:7]([NH:11][C:12]([C:14]2[O:15][C:16](Br)=[CH:17][CH:18]=2)=[O:13])[CH:6]=1.[Cl:21][C:22]1[CH:27]=[CH:26][CH:25]=[CH:24][C:23]=1B(O)O, predict the reaction product. The product is: [CH3:1][O:2][C:3](=[O:20])[CH2:4][C:5]1[CH:10]=[CH:9][CH:8]=[C:7]([NH:11][C:12]([C:14]2[O:15][C:16]([C:23]3[CH:24]=[CH:25][CH:26]=[CH:27][C:22]=3[Cl:21])=[CH:17][CH:18]=2)=[O:13])[CH:6]=1.